This data is from Full USPTO retrosynthesis dataset with 1.9M reactions from patents (1976-2016). The task is: Predict the reactants needed to synthesize the given product. (1) Given the product [CH3:1][C:2]1([CH3:23])[CH2:7][O:6][C:5]([CH2:15][S:16][CH2:17][C:18]([OH:20])=[O:19])([C:8]2[CH:9]=[CH:10][C:11]([CH3:14])=[CH:12][CH:13]=2)[O:4][CH2:3]1, predict the reactants needed to synthesize it. The reactants are: [CH3:1][C:2]1([CH3:23])[CH2:7][O:6][C:5]([CH2:15][S:16][CH2:17][C:18]([O:20]CC)=[O:19])([C:8]2[CH:13]=[CH:12][C:11]([CH3:14])=[CH:10][CH:9]=2)[O:4][CH2:3]1.[Li+].[OH-]. (2) Given the product [CH2:25]([N:27]([CH3:39])[CH:28]=[N:29][C:30]1[CH:35]=[C:34]([CH3:36])[C:33]([O:37][CH:44]2[CH2:45][CH2:46][CH2:47][CH2:48][C:43]2=[N:42][O:41][CH3:40])=[CH:32][C:31]=1[CH3:38])[CH3:26], predict the reactants needed to synthesize it. The reactants are: CC(C)([O-])C.[K+].C1OCCOCCOCCOCCOCCOC1.[CH2:25]([N:27]([CH3:39])[CH:28]=[N:29][C:30]1[CH:35]=[C:34]([CH3:36])[C:33]([OH:37])=[CH:32][C:31]=1[CH3:38])[CH3:26].[CH3:40][O:41][N:42]=[C:43]1[CH2:48][CH2:47][CH2:46][CH2:45][CH:44]1Cl. (3) Given the product [O:35]1[CH2:39][CH2:38][O:37][CH:36]1[C:40]1[CH:45]=[CH:44][C:43]([NH:46][C:61]([CH2:66][CH2:65][CH2:64][N:63]([CH3:62])[C:19]([CH2:18][CH2:17][N:14]2[CH2:15][CH2:16][CH:11]([O:10][C:8](=[O:9])[NH:7][C:2]3[CH:3]=[CH:4][CH:5]=[CH:6][C:1]=3[C:29]3[CH:34]=[CH:33][CH:32]=[CH:31][CH:30]=3)[CH2:12][CH2:13]2)=[O:20])=[O:80])=[CH:42][CH:41]=1, predict the reactants needed to synthesize it. The reactants are: [C:1]1([C:29]2[CH:34]=[CH:33][CH:32]=[CH:31][CH:30]=2)[CH:6]=[CH:5][CH:4]=[CH:3][C:2]=1[NH:7][C:8]([O:10][CH:11]1[CH2:16][CH2:15][N:14]([CH2:17][CH2:18][C:19](CNCCCC(O)=O)=[O:20])[CH2:13][CH2:12]1)=[O:9].[O:35]1[CH2:39][CH2:38][O:37][CH:36]1[C:40]1[CH:45]=[CH:44][C:43]([NH2:46])=[CH:42][CH:41]=1.F[P-](F)(F)(F)(F)F.C[N+](C)=C(N(C)C)ON1[C:62]2[N:63]=[CH:64][CH:65]=[CH:66][C:61]=2N=N1.C(N(CC)C(C)C)(C)C.[OH2:80]. (4) Given the product [Br:10][C:11]1[C:12]([O:9][C:3]2[CH:8]=[CH:7][CH:6]=[CH:5][CH:4]=2)=[N:13][CH:14]=[C:15]([CH3:17])[CH:16]=1, predict the reactants needed to synthesize it. The reactants are: [H-].[Na+].[C:3]1([OH:9])[CH:8]=[CH:7][CH:6]=[CH:5][CH:4]=1.[Br:10][C:11]1[C:12](Cl)=[N:13][CH:14]=[C:15]([CH3:17])[CH:16]=1.O. (5) Given the product [NH2:1][C:4]1[CH:9]=[CH:8][C:7]([N:10]2[CH2:14][CH2:13][CH2:12][C:11]2=[O:15])=[CH:6][CH:5]=1, predict the reactants needed to synthesize it. The reactants are: [N+:1]([C:4]1[CH:9]=[CH:8][C:7]([N:10]2[CH2:14][CH2:13][CH2:12][C:11]2=[O:15])=[CH:6][CH:5]=1)([O-])=O.CO. (6) The reactants are: [Cl:1][C:2]1[CH:3]=[C:4]([CH3:19])[C:5]2[O:11][CH2:10][CH2:9][CH2:8][CH:7]([NH:12][S:13]([CH2:16][CH3:17])(=[O:15])=[O:14])[C:6]=2[CH:18]=1.[H-].[Na+].[CH2:22](I)[CH2:23][CH2:24][CH3:25]. Given the product [CH2:22]([N:12]([CH:7]1[C:6]2[CH:18]=[C:2]([Cl:1])[CH:3]=[C:4]([CH3:19])[C:5]=2[O:11][CH2:10][CH2:9][CH2:8]1)[S:13]([CH2:16][CH3:17])(=[O:14])=[O:15])[CH2:23][CH2:24][CH3:25], predict the reactants needed to synthesize it.